This data is from Reaction yield outcomes from USPTO patents with 853,638 reactions. The task is: Predict the reaction yield, written as a fraction of the theoretical maximum amount of product (1.0 means a 100% yield; for example, 0.34 means a 34% yield). (1) The reactants are [NH:1]1[C:9]2[C:4](=[CH:5][CH:6]=[CH:7][CH:8]=2)[CH2:3][C:2]1=[O:10].[CH2:11](O)[CH2:12][OH:13]. The catalyst is [Ni]. The product is [OH:13][CH2:12][CH2:11][CH:3]1[C:4]2[C:9](=[CH:8][CH:7]=[CH:6][CH:5]=2)[NH:1][C:2]1=[O:10]. The yield is 0.700. (2) The reactants are [CH2:1]([N:3]1[C:11]2[C:6](=[CH:7][CH:8]=[C:9]([O:12][CH3:13])[CH:10]=2)[C:5]([C:14]#[N:15])=[CH:4]1)[CH3:2].Cl.C(N(CC)CC)C.[N-:24]=[N+:25]=[N-:26].[Na+]. The catalyst is C1(C)C=CC=CC=1.C([O-])(O)=O.[Na+]. The product is [CH2:1]([N:3]1[C:11]2[C:6](=[CH:7][CH:8]=[C:9]([O:12][CH3:13])[CH:10]=2)[C:5]([C:14]2[NH:26][N:25]=[N:24][N:15]=2)=[CH:4]1)[CH3:2]. The yield is 0.450.